This data is from Catalyst prediction with 721,799 reactions and 888 catalyst types from USPTO. The task is: Predict which catalyst facilitates the given reaction. (1) Reactant: [CH3:1][NH:2][C:3]1[CH:8]=[CH:7][CH:6]=[CH:5][CH:4]=1.C(=O)([O-])[O-].[K+].[K+].[Br:15][CH2:16][C:17](Br)=[O:18].O. Product: [Br:15][CH2:16][C:17]([N:2]([CH3:1])[C:3]1[CH:8]=[CH:7][CH:6]=[CH:5][CH:4]=1)=[O:18]. The catalyst class is: 4. (2) Reactant: Cl.[C:2]1([CH3:10])[CH:7]=[CH:6][CH:5]=[CH:4][C:3]=1[NH:8][NH2:9].C(Cl)(Cl)(Cl)Cl.C(N(CC)CC)C.C(O[C:26]1([CH:36]=[CH:35][CH:34]=[CH:33][CH2:32]1)[CH:27]=[N:28][C:29](=O)[CH3:30])C. Product: [CH3:30][C:29]1[N:8]([C:3]2[CH:4]=[CH:5][CH:6]=[CH:7][C:2]=2[CH3:10])[N:9]=[C:27]([C:26]2[CH:36]=[CH:35][CH:34]=[CH:33][CH:32]=2)[N:28]=1. The catalyst class is: 6. (3) Reactant: Br[C:2]1[CH:22]=[C:21]([F:23])[C:5]([CH2:6][N:7]2[C:11]([CH:12]3[CH2:14][CH2:13]3)=[C:10]([CH3:15])[C:9]([C:16]([O:18][CH2:19][CH3:20])=[O:17])=[N:8]2)=[C:4]([F:24])[CH:3]=1.[CH:25]1(B(O)O)[CH2:27][CH2:26]1.P([O-])([O-])([O-])=O.[K+].[K+].[K+].C1(P(C2CCCCC2)C2CCCCC2)CCCCC1. Product: [CH:12]1([C:11]2[N:7]([CH2:6][C:5]3[C:21]([F:23])=[CH:22][C:2]([CH:25]4[CH2:27][CH2:26]4)=[CH:3][C:4]=3[F:24])[N:8]=[C:9]([C:16]([O:18][CH2:19][CH3:20])=[O:17])[C:10]=2[CH3:15])[CH2:14][CH2:13]1. The catalyst class is: 493. (4) Reactant: C([O:3][CH2:4][CH2:5][O:6][NH:7][C:8]([C:10]1[O:18][C:17]2[C:16]([F:19])=[CH:15][N:14]=[CH:13][C:12]=2[C:11]=1[NH:20][C:21]1[CH:26]=[CH:25][C:24]([I:27])=[CH:23][C:22]=1[F:28])=[O:9])=C.Cl.C(=O)([O-])O.[Na+].CO. Product: [OH:3][CH2:4][CH2:5][O:6][NH:7][C:8]([C:10]1[O:18][C:17]2[C:16]([F:19])=[CH:15][N:14]=[CH:13][C:12]=2[C:11]=1[NH:20][C:21]1[CH:26]=[CH:25][C:24]([I:27])=[CH:23][C:22]=1[F:28])=[O:9]. The catalyst class is: 412. (5) Reactant: [N:1]1[C:10]2[CH:9]([NH:11][CH2:12][C:13]3[N:17]([CH2:18][CH2:19][C:20]#[N:21])[C:16]4[CH:22]=[CH:23][CH:24]=[CH:25][C:15]=4[N:14]=3)[CH2:8][CH2:7][CH2:6][C:5]=2[CH:4]=[CH:3][CH:2]=1.[CH:26](=O)[CH3:27].[BH-](OC(C)=O)(OC(C)=O)OC(C)=O.[Na+].CC(O)=O. Product: [CH2:26]([N:11]([CH2:12][C:13]1[N:17]([CH2:18][CH2:19][C:20]#[N:21])[C:16]2[CH:22]=[CH:23][CH:24]=[CH:25][C:15]=2[N:14]=1)[CH:9]1[C:10]2[N:1]=[CH:2][CH:3]=[CH:4][C:5]=2[CH2:6][CH2:7][CH2:8]1)[CH3:27]. The catalyst class is: 26. (6) Reactant: Cl[C:2]1[N:11]2[N:12]=[CH:13][N:14]=[C:10]2[C:9]2[C:8]([F:15])=[C:7]([C:16]([F:19])([F:18])[F:17])[CH:6]=[CH:5][C:4]=2[N:3]=1.[C:20]([N:27]1[CH2:32][CH2:31][NH:30][CH2:29][CH2:28]1)([O:22][C:23]([CH3:26])([CH3:25])[CH3:24])=[O:21].C(N(CC)CC)C. Product: [F:15][C:8]1[C:9]2[C:10]3[N:11]([N:12]=[CH:13][N:14]=3)[C:2]([N:30]3[CH2:29][CH2:28][N:27]([C:20]([O:22][C:23]([CH3:26])([CH3:25])[CH3:24])=[O:21])[CH2:32][CH2:31]3)=[N:3][C:4]=2[CH:5]=[CH:6][C:7]=1[C:16]([F:19])([F:18])[F:17]. The catalyst class is: 14. (7) Product: [Cl:37][C:12]1[CH:11]=[C:10]([C:5]2[CH:6]=[CH:7][CH:8]=[CH:9][C:4]=2[CH2:3][CH2:2][NH:1][C:45]([O:46][CH2:47][CH3:48])=[O:49])[CH:15]=[CH:14][C:13]=1[C@H:16]1[C@H:21]([C:22]2[CH:27]=[CH:26][N:25]([CH3:28])[C:24](=[O:29])[CH:23]=2)[CH2:20][CH2:19][N:18]([C:30]([O:32][C:33]([CH3:34])([CH3:36])[CH3:35])=[O:31])[CH2:17]1. Reactant: [NH2:1][CH2:2][CH2:3][C:4]1[CH:9]=[CH:8][CH:7]=[CH:6][C:5]=1[C:10]1[CH:15]=[CH:14][C:13]([C@H:16]2[C@H:21]([C:22]3[CH:27]=[CH:26][N:25]([CH3:28])[C:24](=[O:29])[CH:23]=3)[CH2:20][CH2:19][N:18]([C:30]([O:32][C:33]([CH3:36])([CH3:35])[CH3:34])=[O:31])[CH2:17]2)=[C:12]([Cl:37])[CH:11]=1.CCN(CC)CC.[C:45](Cl)(=[O:49])[O:46][CH2:47][CH3:48]. The catalyst class is: 1. (8) Reactant: [O:1]=[C:2]1[NH:7][N:6]=[C:5]([C:8]([OH:10])=[O:9])[CH:4]=[CH:3]1.[CH:11]1(I)[CH2:15][CH2:14][CH2:13][CH2:12]1.C(=O)([O-])[O-].[K+].[K+].C(Cl)Cl. Product: [CH:11]1([O:9][C:8]([C:5]2[CH:4]=[CH:3][C:2](=[O:1])[N:7]([CH:11]3[CH2:15][CH2:14][CH2:13][CH2:12]3)[N:6]=2)=[O:10])[CH2:15][CH2:14][CH2:13][CH2:12]1. The catalyst class is: 3.